This data is from Full USPTO retrosynthesis dataset with 1.9M reactions from patents (1976-2016). The task is: Predict the reactants needed to synthesize the given product. (1) Given the product [Cl:23][C:20]1[C:19]2[C:14](=[CH:15][CH:16]=[CH:17][CH:18]=2)[N:13]=[CH:12][C:11]=1[S:8]([C:5]1[CH:6]=[CH:7][C:2]([CH3:1])=[CH:3][CH:4]=1)(=[O:10])=[O:9], predict the reactants needed to synthesize it. The reactants are: [CH3:1][C:2]1[CH:7]=[CH:6][C:5]([S:8]([C:11]2[CH:12]=[N:13][C:14]3[C:19]([C:20]=2O)=[CH:18][CH:17]=[CH:16][CH:15]=3)(=[O:10])=[O:9])=[CH:4][CH:3]=1.O(Cl)[Cl:23].[P+5]. (2) Given the product [Br:19][C:20]1[CH:21]=[CH:22][C:23]([F:26])=[C:24]([N:15]2[CH2:16][CH2:17][C:10]3([C:9](=[O:18])[N:8]([C@H:5]4[CH2:4][CH2:3][C@@H:2]([OH:1])[CH2:7][CH2:6]4)[CH2:12][CH2:11]3)[CH2:13][CH2:14]2)[CH:25]=1, predict the reactants needed to synthesize it. The reactants are: [OH:1][C@@H:2]1[CH2:7][CH2:6][C@H:5]([N:8]2[CH2:12][CH2:11][C:10]3([CH2:17][CH2:16][NH:15][CH2:14][CH2:13]3)[C:9]2=[O:18])[CH2:4][CH2:3]1.[Br:19][C:20]1[CH:25]=[CH:24][C:23]([F:26])=[C:22](I)[CH:21]=1.P([O-])([O-])([O-])=O.[K+].[K+].[K+].C(O)CO. (3) The reactants are: [NH2:1][C@@H:2]1[CH2:7][CH2:6][CH2:5][C@H:4]([NH:8][C:9]2[C:16]([F:17])=[CH:15][C:12]([C:13]#[N:14])=[C:11]([C:18]3[C:26]4[C:21](=[N:22][CH:23]=[C:24]([F:27])[CH:25]=4)[N:20]([S:28]([C:31]4[CH:37]=[CH:36][C:34]([CH3:35])=[CH:33][CH:32]=4)(=[O:30])=[O:29])[CH:19]=3)[N:10]=2)[CH2:3]1.C(N(CC)C(C)C)(C)C.[N:47]1([C:53](Cl)=[O:54])[CH2:52][CH2:51][O:50][CH2:49][CH2:48]1. Given the product [C:13]([C:12]1[CH:15]=[C:16]([F:17])[C:9]([NH:8][C@H:4]2[CH2:5][CH2:6][CH2:7][C@@H:2]([NH:1][C:53]([N:47]3[CH2:52][CH2:51][O:50][CH2:49][CH2:48]3)=[O:54])[CH2:3]2)=[N:10][C:11]=1[C:18]1[C:26]2[C:21](=[N:22][CH:23]=[C:24]([F:27])[CH:25]=2)[N:20]([S:28]([C:31]2[CH:37]=[CH:36][C:34]([CH3:35])=[CH:33][CH:32]=2)(=[O:30])=[O:29])[CH:19]=1)#[N:14], predict the reactants needed to synthesize it. (4) Given the product [F:9][C:10]1[CH:17]=[N:16][CH:15]=[C:14]([F:18])[C:11]=1[C:12]1[N:8]=[C:6]2[CH:5]=[CH:4][CH:3]=[C:2]([F:1])[N:7]2[C:20]=1[NH:19][C:21]1[CH:30]=[CH:29][C:24]2[O:25][CH2:26][CH2:27][O:28][C:23]=2[CH:22]=1, predict the reactants needed to synthesize it. The reactants are: [F:1][C:2]1[N:7]=[C:6]([NH2:8])[CH:5]=[CH:4][CH:3]=1.[F:9][C:10]1[CH:17]=[N:16][CH:15]=[C:14]([F:18])[C:11]=1[CH:12]=O.[N+:19]([C:21]1[CH:30]=[CH:29][C:24]2[O:25][CH2:26][CH2:27][O:28][C:23]=2[CH:22]=1)#[C-:20]. (5) Given the product [NH2:5][CH2:9][C@@H:10]([NH:18][C:19]([C:21]1[S:22][CH:23]=[C:24]([C:26]2[N:30]([CH3:31])[N:29]=[N:28][C:27]=2[Cl:39])[CH:25]=1)=[O:20])[CH2:11][CH:12]1[CH2:17][CH2:16][CH2:15][CH2:14][CH2:13]1, predict the reactants needed to synthesize it. The reactants are: CC([N:5]([CH2:9][C@@H:10]([NH:18][C:19]([C:21]1[S:22][CH:23]=[C:24]([C:26]2[N:30]([CH3:31])[N:29]=[N:28][CH:27]=2)[CH:25]=1)=[O:20])[CH2:11][C:12]1[CH:17]=[CH:16][CH:15]=[CH:14][CH:13]=1)C(=O)[O-])(C)C.C1C(=O)N([Cl:39])C(=O)C1. (6) Given the product [NH2:41][C:42]1[N:47]=[CH:46][N:45]=[C:44]2[N:48]([C@H:68]3[CH2:73][CH2:72][C@@H:71]([N:74]4[CH2:75][CH2:76][N:77]([CH3:80])[CH2:78][CH2:79]4)[CH2:70][CH2:69]3)[N:49]=[C:50]([C:51]3[CH:56]=[CH:55][C:54]([NH:57][C:58]4[O:40][C:33]5[C:34]([Cl:39])=[CH:35][C:36]([Cl:38])=[CH:37][C:32]=5[N:31]=4)=[CH:53][CH:52]=3)[C:43]=12, predict the reactants needed to synthesize it. The reactants are: NC1C=CC(C2C3C(=NC=NC=3N)N([C@H]3CC[C@@H](N4CCN(C)CC4)CC3)N=2)=CC=1.[NH2:31][C:32]1[CH:37]=[C:36]([Cl:38])[CH:35]=[C:34]([Cl:39])[C:33]=1[OH:40].[NH2:41][C:42]1[N:47]=[CH:46][N:45]=[C:44]2[N:48]([C@H:68]3[CH2:73][CH2:72][C@@H:71]([N:74]4[CH2:79][CH2:78][N:77]([CH3:80])[CH2:76][CH2:75]4)[CH2:70][CH2:69]3)[N:49]=[C:50]([C:51]3[CH:56]=[CH:55][C:54]([NH:57][C:58]4OC5C=CC=C(C)C=5N=4)=[CH:53][CH:52]=3)[C:43]=12. (7) Given the product [Cl:1][C:2]1[CH:11]=[C:10]2[C:5]([C:6]([N:12]3[CH2:17][CH2:16][N:15]([S:25]([C:22]4[CH:23]=[CH:24][C:19]([F:18])=[CH:20][CH:21]=4)(=[O:27])=[O:26])[CH2:14][CH2:13]3)=[CH:7][CH:8]=[N:9]2)=[CH:4][CH:3]=1, predict the reactants needed to synthesize it. The reactants are: [Cl:1][C:2]1[CH:11]=[C:10]2[C:5]([C:6]([N:12]3[CH2:17][CH2:16][NH:15][CH2:14][CH2:13]3)=[CH:7][CH:8]=[N:9]2)=[CH:4][CH:3]=1.[F:18][C:19]1[CH:24]=[CH:23][C:22]([S:25](Cl)(=[O:27])=[O:26])=[CH:21][CH:20]=1.C(N(CC)CC)C. (8) The reactants are: [Br:1][C:2]1[S:3][C:4]([C:8]([OH:10])=O)=[C:5]([Br:7])[N:6]=1.F[P-](F)(F)(F)(F)F.[N:18]1(OC(N(C)C)=[N+](C)C)[C:22]2C=[CH:24][CH:25]=[CH:26][C:21]=2N=N1.N1CCCCC1.C(Cl)Cl.C(N(CC)CC)C. Given the product [Br:1][C:2]1[S:3][C:4]([C:8]([N:18]2[CH2:24][CH2:25][CH2:26][CH2:21][CH2:22]2)=[O:10])=[C:5]([Br:7])[N:6]=1, predict the reactants needed to synthesize it. (9) Given the product [C:1]([O:5][C:6]([N:8]1[CH2:13][CH2:12][C:11]([CH3:24])([C:14]([O:16][CH2:17][C:18]2[CH:23]=[CH:22][CH:21]=[CH:20][CH:19]=2)=[O:15])[CH2:10][CH2:9]1)=[O:7])([CH3:4])([CH3:2])[CH3:3], predict the reactants needed to synthesize it. The reactants are: [C:1]([O:5][C:6]([N:8]1[CH2:13][CH2:12][CH:11]([C:14]([O:16][CH2:17][C:18]2[CH:23]=[CH:22][CH:21]=[CH:20][CH:19]=2)=[O:15])[CH2:10][CH2:9]1)=[O:7])([CH3:4])([CH3:3])[CH3:2].[CH3:24][Si]([N-][Si](C)(C)C)(C)C.[K+].C1(C)C=CC=CC=1.CI.O. (10) Given the product [C:1]([C:5]1[CH:11]=[CH:10][C:9]([N+:12]([O-:14])=[O:13])=[CH:8][C:6]=1[F:21])([CH3:4])([CH3:3])[CH3:2], predict the reactants needed to synthesize it. The reactants are: [C:1]([C:5]1[CH:11]=[CH:10][C:9]([N+:12]([O-:14])=[O:13])=[CH:8][C:6]=1N)([CH3:4])([CH3:3])[CH3:2].Cl.N([O-])=O.[Na+].[H+].[F:21][P-](F)(F)(F)(F)F.